From a dataset of Full USPTO retrosynthesis dataset with 1.9M reactions from patents (1976-2016). Predict the reactants needed to synthesize the given product. (1) Given the product [ClH:1].[CH3:7][O:8][N:9]([CH3:23])[C:10]1[C:11]2[CH:22]=[CH:21][NH:20][C:12]=2[N:13]=[C:14]([NH:16][CH2:17][C:18]#[CH:19])[N:15]=1, predict the reactants needed to synthesize it. The reactants are: [ClH:1].C(OCC)C.[CH3:7][O:8][N:9]([CH3:23])[C:10]1[C:11]2[CH:22]=[CH:21][NH:20][C:12]=2[N:13]=[C:14]([NH:16][CH2:17][C:18]#[CH:19])[N:15]=1. (2) Given the product [NH:32]1[CH:36]=[CH:35][CH:34]=[C:33]1[CH2:37][N:4]1[CH2:5][CH2:6][N:1]([C:7]2[CH:8]=[CH:9][C:10]([NH:13][C:14]([C:16]3[C:17]([C:22]4[CH:27]=[CH:26][C:25]([C:28]([F:29])([F:31])[F:30])=[CH:24][CH:23]=4)=[CH:18][CH:19]=[CH:20][CH:21]=3)=[O:15])=[CH:11][CH:12]=2)[CH2:2][CH2:3]1, predict the reactants needed to synthesize it. The reactants are: [N:1]1([C:7]2[CH:12]=[CH:11][C:10]([NH:13][C:14]([C:16]3[C:17]([C:22]4[CH:27]=[CH:26][C:25]([C:28]([F:31])([F:30])[F:29])=[CH:24][CH:23]=4)=[CH:18][CH:19]=[CH:20][CH:21]=3)=[O:15])=[CH:9][CH:8]=2)[CH2:6][CH2:5][NH:4][CH2:3][CH2:2]1.[NH:32]1[CH:36]=[CH:35][CH:34]=[C:33]1[CH:37]=O.C(O)(=O)C.C(O[BH-](OC(=O)C)OC(=O)C)(=O)C.[Na+]. (3) Given the product [CH2:1]([O:4][C:5]1[N:10]=[C:9]([N:28]2[CH2:33][CH2:32][CH:31]([CH2:34][OH:35])[CH2:30][CH2:29]2)[N:8]=[C:7]([C:15]([O:17][CH2:18][CH3:19])=[O:16])[C:6]=1[O:20][CH2:21][C:22]1[CH:27]=[CH:26][CH:25]=[CH:24][CH:23]=1)[CH:2]=[CH2:3], predict the reactants needed to synthesize it. The reactants are: [CH2:1]([O:4][C:5]1[N:10]=[C:9](S(C)(=O)=O)[N:8]=[C:7]([C:15]([O:17][CH2:18][CH3:19])=[O:16])[C:6]=1[O:20][CH2:21][C:22]1[CH:27]=[CH:26][CH:25]=[CH:24][CH:23]=1)[CH:2]=[CH2:3].[NH:28]1[CH2:33][CH2:32][CH:31]([CH2:34][OH:35])[CH2:30][CH2:29]1. (4) Given the product [C:8]([C:7]1[CH:23]=[CH:22][C:21](=[O:24])[N:16]([CH2:17][CH2:18][O:19][CH3:20])[C:6]=1[NH:5][CH2:4][CH2:3][O:2][CH3:1])(=[O:9])[C:10]1[CH:15]=[CH:14][CH:13]=[CH:12][CH:11]=1, predict the reactants needed to synthesize it. The reactants are: [CH3:1][O:2][CH2:3][CH2:4][NH:5][C:6]([NH:16][CH2:17][CH2:18][O:19][CH3:20])=[CH:7][C:8]([C:10]1[CH:15]=[CH:14][CH:13]=[CH:12][CH:11]=1)=[O:9].[C:21](O)(=[O:24])[C:22]#[CH:23].N1(C(N2C=CN=C2)=O)C=CN=C1.